This data is from Full USPTO retrosynthesis dataset with 1.9M reactions from patents (1976-2016). The task is: Predict the reactants needed to synthesize the given product. (1) Given the product [CH2:1]([NH:5][C:6]1[CH:14]=[C:13]([F:15])[C:12]([F:16])=[CH:11][C:7]=1[C:8]([NH:22][C:18]([CH3:19])([C:20]#[CH:21])[CH3:17])=[O:10])[CH2:2][CH2:3][CH3:4], predict the reactants needed to synthesize it. The reactants are: [CH2:1]([NH:5][C:6]1[CH:14]=[C:13]([F:15])[C:12]([F:16])=[CH:11][C:7]=1[C:8]([OH:10])=O)[CH2:2][CH2:3][CH3:4].[CH3:17][C:18]([NH2:22])([C:20]#[CH:21])[CH3:19].C1C=CC2N(O)N=NC=2C=1.CCN=C=NCCCN(C)C.CCN(C(C)C)C(C)C. (2) Given the product [C:4]([OH:5])(=[O:3])[CH3:6].[F:21][C@@H:8]1[C@H:9]([NH:12][C@@H:13]([C:15]2[CH:20]=[CH:19][CH:18]=[CH:17][CH:16]=2)[CH3:14])[CH2:10][CH2:11][C@@H:6]([C:4]([OH:5])=[O:3])[CH2:7]1, predict the reactants needed to synthesize it. The reactants are: C([O:3][C:4]([C@@H:6]1[CH2:11][CH2:10][C@@H:9]([NH:12][C@@H:13]([C:15]2[CH:20]=[CH:19][CH:18]=[CH:17][CH:16]=2)[CH3:14])[C@@H:8]([F:21])[CH2:7]1)=[O:5])C.[OH-].[Li+].C(O)(=O)C. (3) Given the product [NH2:10][C:9]1[S:1][C:2]([CH3:6])=[C:3]([CH3:4])[C:8]=1[C:7]#[N:11], predict the reactants needed to synthesize it. The reactants are: [SH:1][CH:2]([CH3:6])[C:3](=O)[CH3:4].[C:7](#[N:11])[CH2:8][C:9]#[N:10].C(N(CC)CC)C. (4) Given the product [Cl:32][C:26]1[CH:27]=[CH:28][C:29]([Cl:31])=[CH:30][C:25]=1[C:24]([NH:23][CH2:22][C:21]([NH:20][C@H:15]([B:14]1[O:1][C@@H:2]([CH:6]([CH3:8])[CH3:7])[C:3](=[O:5])[O:4]1)[CH2:16][CH:17]([CH3:19])[CH3:18])=[O:34])=[O:33], predict the reactants needed to synthesize it. The reactants are: [OH:1][C@@H:2]([CH:6]([CH3:8])[CH3:7])[C:3]([OH:5])=[O:4].O1[B:14]([C@@H:15]([NH:20][C:21](=[O:34])[CH2:22][NH:23][C:24](=[O:33])[C:25]2[CH:30]=[C:29]([Cl:31])[CH:28]=[CH:27][C:26]=2[Cl:32])[CH2:16][CH:17]([CH3:19])[CH3:18])O[B:14]([C@@H:15]([NH:20][C:21](=[O:34])[CH2:22][NH:23][C:24](=[O:33])[C:25]2[CH:30]=[C:29]([Cl:31])[CH:28]=[CH:27][C:26]=2[Cl:32])[CH2:16][CH:17]([CH3:19])[CH3:18])O[B:14]1[C@@H:15]([NH:20][C:21](=[O:34])[CH2:22][NH:23][C:24](=[O:33])[C:25]1[CH:30]=[C:29]([Cl:31])[CH:28]=[CH:27][C:26]=1[Cl:32])[CH2:16][CH:17]([CH3:19])[CH3:18].